From a dataset of Forward reaction prediction with 1.9M reactions from USPTO patents (1976-2016). Predict the product of the given reaction. Given the reactants C1(C)C=CC(S(O[CH2:11][C:12]([F:17])([F:16])[CH:13]([F:15])[F:14])(=O)=O)=CC=1.O[C:20]1[CH:21]=[C:22]([CH:25]=[CH:26][CH:27]=1)[CH:23]=[O:24].C(=O)([O-])[O-].[K+].[K+], predict the reaction product. The product is: [F:16][C:12]([F:17])([CH:13]([F:15])[F:14])[CH2:11][C:25]1[CH:26]=[CH:27][CH:20]=[CH:21][C:22]=1[CH:23]=[O:24].